Dataset: Reaction yield outcomes from USPTO patents with 853,638 reactions. Task: Predict the reaction yield, written as a fraction of the theoretical maximum amount of product (1.0 means a 100% yield; for example, 0.34 means a 34% yield). (1) The reactants are [CH3:1][N:2]1[C:6]2[CH:7]=[CH:8][C:9]([C:11]([OH:13])=O)=[CH:10][C:5]=2[N:4]=[CH:3]1.[CH2:14]1[C@H:23]2[C@H:18]([CH2:19][CH2:20][C:21]3[CH:27]=[CH:26][CH:25]=[CH:24][C:22]=32)[NH:17][CH2:16][CH2:15]1.F[P-](F)(F)(F)(F)F.N1(OC(N(C)C)=[N+](C)C)C2N=CC=CC=2N=N1. No catalyst specified. The product is [CH2:14]1[C@H:23]2[C@H:18]([CH2:19][CH2:20][C:21]3[CH:27]=[CH:26][CH:25]=[CH:24][C:22]=32)[N:17]([C:11]([C:9]2[CH:8]=[CH:7][C:6]3[N:2]([CH3:1])[CH:3]=[N:4][C:5]=3[CH:10]=2)=[O:13])[CH2:16][CH2:15]1. The yield is 0.830. (2) The reactants are C1(P(C2C=CC=CC=2)C2C=CC=CC=2)C=CC=CC=1.BrN1C(=O)CCC1=O.[CH:28]1([CH2:33][C@H:34]([C:38]2[CH:43]=[CH:42][C:41]([Cl:44])=[C:40]([Cl:45])[CH:39]=2)[C:35]([OH:37])=O)[CH2:32][CH2:31][CH2:30][CH2:29]1.[NH2:46][C:47]1[S:48][C:49]2[CH:55]=[CH:54][CH:53]=[CH:52][C:50]=2[N:51]=1.N1C=CC=CC=1. The catalyst is C(Cl)Cl.O. The product is [S:48]1[C:49]2[CH:55]=[CH:54][CH:53]=[CH:52][C:50]=2[N:51]=[C:47]1[NH:46][C:35](=[O:37])[C@@H:34]([C:38]1[CH:43]=[CH:42][C:41]([Cl:44])=[C:40]([Cl:45])[CH:39]=1)[CH2:33][CH:28]1[CH2:29][CH2:30][CH2:31][CH2:32]1. The yield is 0.760.